This data is from Full USPTO retrosynthesis dataset with 1.9M reactions from patents (1976-2016). The task is: Predict the reactants needed to synthesize the given product. The reactants are: Cl[CH:2]([F:4])[F:3].[OH:5][C:6]1[CH:7]=[CH:8][C:9]([CH3:16])=[C:10]([CH:15]=1)[C:11]([O:13][CH3:14])=[O:12].[OH-].[Na+]. Given the product [F:3][CH:2]([F:4])[O:5][C:6]1[CH:7]=[CH:8][C:9]([CH3:16])=[C:10]([CH:15]=1)[C:11]([O:13][CH3:14])=[O:12], predict the reactants needed to synthesize it.